Dataset: Human Reference Interactome with 51,813 positive PPI pairs across 8,248 proteins, plus equal number of experimentally-validated negative pairs. Task: Binary Classification. Given two protein amino acid sequences, predict whether they physically interact or not. (1) Protein 1 (ENSG00000188211) has sequence MTWRAAASTCAALLILLWALTTEGDLKVEMMAGGTQITPLNDNVTIFCNIFYSQPLNITSMGITWFWKSLTFDKEVKVFEFFGDHQEAFRPGAIVSPWRLKSGDASLRLPGIQLEEAGEYRCEVVVTPLKAQGTVQLEVVASPASRLLLDQVGMKENEDKYMCESSGFYPEAINITWEKQTQKFPHPIEISEDVITGPTIKNMDGTFNVTSCLKLNSSQEDPGTVYQCVVRHASLHTPLRSNFTLTAARHSLSETEKTDNFSIHWWPISFIGVGLVLLIVLIPWKKICNKSSSAYTPLKC.... Protein 2 (ENSG00000008323) has sequence MKAFGPPHEGPLQGLVASRIETYGGRHRASAQSTAGRLYPRGYPVLDPSRRRLQQYVPFARGSGQARGLSPMRLRDPEPEKRHGGHVGAGLLHSPKLKELTKAHELEVRLHTFSMFGMPRLPPEDRRHWEIGEGGDSGLTIEKSWRELVPGHKEMSQELCHQQEALWELLTTELIYVRKLKIMTDLLAAGLLNLQRVGLLMEVSAETLFGNVPSLIRTHRSFWDEVLGPTLEETRASGQPLDPIGLQSGFLTFGQRFHPYVQYCLRVKQTMAYAREQQETNPLFHAFVQWCEKHKRSGRQ.... Result: 0 (the proteins do not interact). (2) Protein 1 (ENSG00000102974) has sequence MEGDAVEAIVEESETFIKGKERKTYQRRREGGQEEDACHLPQNQTDGGEVVQDVNSSVQMVMMEQLDPTLLQMKTEVMEGTVAPEAEAAVDDTQIITLQVVNMEEQPINIGELQLVQVPVPVTVPVATTSVEELQGAYENEVSKEGLAESEPMICHTLPLPEGFQVVKVGANGEVETLEQGELPPQEDPSWQKDPDYQPPAKKTKKTKKSKLRYTEEGKDVDVSVYDFEEEQQEGLLSEVNAEKVVGNMKPPKPTKIKKKGVKKTFQCELCSYTCPRRSNLDRHMKSHTDERPHKCHLCG.... Protein 2 (ENSG00000137473) has sequence MTTLPPLPMTRPKLTALARQKLPCSSRKIPRSQLIKEKDDIDHYLEVNFKGLSKEEVAAYRNSYKKNICVDMLRDGYHKSFTELFALMERWDALREAARVRSLFWLQKPLEEQPDKLDYLYHYLTRAEDAERKESFEDVHNNLYALACYFNNSEDKWVRNHFYERCFKIAQLIKIDCGKKEAEAHMHMGLLYEEDGQLLEAAEHYEAFHQLTQGRIWKDETGRSLNLLACESLLRTYRLLSDKMLENKEYKQAIKILIKASEIAKEGSDKKMEAEASYYLGLAHLAAEEYETALTVLDTY.... Result: 0 (the proteins do not interact).